Dataset: Forward reaction prediction with 1.9M reactions from USPTO patents (1976-2016). Task: Predict the product of the given reaction. (1) Given the reactants [CH:1]1[C:14]2[CH:13]([C:15]([OH:17])=O)[C:12]3[C:7](=[CH:8][CH:9]=[CH:10][CH:11]=3)[O:6][C:5]=2[CH:4]=[CH:3][CH:2]=1.C(OC1C=CC2C(=CC=CC=2)N1C(OCC)=O)C.[CH2:36]([NH2:43])[C:37]1[CH:42]=[CH:41][CH:40]=[CH:39][CH:38]=1.C(OCC)(=O)C, predict the reaction product. The product is: [CH2:36]([NH:43][C:15]([CH:13]1[C:14]2[CH:1]=[CH:2][CH:3]=[CH:4][C:5]=2[O:6][C:7]2[C:12]1=[CH:11][CH:10]=[CH:9][CH:8]=2)=[O:17])[C:37]1[CH:42]=[CH:41][CH:40]=[CH:39][CH:38]=1. (2) Given the reactants [CH2:1]([C:5]1[C:14]([CH2:15][NH:16][C:17](=[O:23])[O:18][C:19]([CH3:22])([CH3:21])[CH3:20])=[C:13]([C:24]2[CH:29]=[CH:28][C:27]([CH3:30])=[CH:26][CH:25]=2)[C:12]2[C:7](=[CH:8][CH:9]=[C:10](OS(C(F)(F)F)(=O)=O)[CH:11]=2)[N:6]=1)[CH:2]([CH3:4])[CH3:3].C(N(CC)CC)C.C[OH:47].[C]=O.[O:50]1[CH2:54]CC[CH2:51]1, predict the reaction product. The product is: [C:19]([O:18][C:17]([NH:16][CH2:15][C:14]1[C:5]([CH2:1][CH:2]([CH3:3])[CH3:4])=[N:6][C:7]2[C:12]([C:13]=1[C:24]1[CH:29]=[CH:28][C:27]([CH3:30])=[CH:26][CH:25]=1)=[CH:11][C:10]([C:51]([O:50][CH3:54])=[O:47])=[CH:9][CH:8]=2)=[O:23])([CH3:20])([CH3:22])[CH3:21]. (3) Given the reactants N[C:2]1[N:7]=[C:6]([CH3:8])[C:5]([Br:9])=[CH:4][CH:3]=1.N([O-])=O.[Na+].[ClH:14], predict the reaction product. The product is: [Br:9][C:5]1[C:6]([CH3:8])=[N:7][C:2]([Cl:14])=[CH:3][CH:4]=1. (4) The product is: [CH3:20][NH:21][C:22]([C:24]1[C:25]2[CH:33]=[CH:32][C:31]([O:34][C:2]3[CH:7]=[CH:6][N:5]=[C:4]4[CH:8]=[C:9]([C:11]([N:13]5[CH2:17][CH2:16][CH:15]([O:18][CH3:19])[CH2:14]5)=[O:12])[S:10][C:3]=34)=[CH:30][C:26]=2[O:27][C:28]=1[CH3:29])=[O:23]. Given the reactants Cl[C:2]1[CH:7]=[CH:6][N:5]=[C:4]2[CH:8]=[C:9]([C:11]([N:13]3[CH2:17][CH2:16][C@@H:15]([O:18][CH3:19])[CH2:14]3)=[O:12])[S:10][C:3]=12.[CH3:20][NH:21][C:22]([C:24]1[C:25]2[CH:33]=[CH:32][C:31]([OH:34])=[CH:30][C:26]=2[O:27][C:28]=1[CH3:29])=[O:23].C([O-])([O-])=O.[Cs+].[Cs+], predict the reaction product. (5) Given the reactants [N:1]1[CH:6]=[CH:5][CH:4]=[CH:3][C:2]=1[C:7]([OH:9])=O.[CH:10]1([CH2:13][CH2:14][NH:15][C:16]([C:18]2[N:19]=[N:20][C:21]([N:24]3[CH2:29][CH2:28][NH:27][CH2:26][CH2:25]3)=[CH:22][CH:23]=2)=[O:17])[CH2:12][CH2:11]1, predict the reaction product. The product is: [CH:10]1([CH2:13][CH2:14][NH:15][C:16]([C:18]2[N:19]=[N:20][C:21]([N:24]3[CH2:29][CH2:28][N:27]([C:7]([C:2]4[CH:3]=[CH:4][CH:5]=[CH:6][N:1]=4)=[O:9])[CH2:26][CH2:25]3)=[CH:22][CH:23]=2)=[O:17])[CH2:12][CH2:11]1. (6) Given the reactants C(OC([N:8]1[CH2:11][C:10]([N:13]([C:15]2[CH:16]=[C:17]3[C:26](=[CH:27][C:28]=2[C:29]2[CH:34]=[CH:33][CH:32]=[CH:31][C:30]=2[F:35])[O:25][CH2:24][C:23]2[N:18]3[C@H:19]([CH3:37])[C:20](=[O:36])[NH:21][N:22]=2)[CH3:14])([CH3:12])[CH2:9]1)=O)(C)(C)C.[ClH:38], predict the reaction product. The product is: [ClH:38].[F:35][C:30]1[CH:31]=[CH:32][CH:33]=[CH:34][C:29]=1[C:28]1[CH:27]=[C:26]2[C:17]([N:18]3[C:23]([CH2:24][O:25]2)=[N:22][NH:21][C:20](=[O:36])[C@H:19]3[CH3:37])=[CH:16][C:15]=1[N:13]([CH3:14])[C:10]1([CH3:12])[CH2:9][NH:8][CH2:11]1.